Task: Predict which catalyst facilitates the given reaction.. Dataset: Catalyst prediction with 721,799 reactions and 888 catalyst types from USPTO (1) Reactant: [N:1]12[CH2:8][CH2:7][CH:4]([CH2:5][CH2:6]1)[C@@H:3]([O:9][C:10](=[O:29])[N:11]([C:22]1[CH:23]=[C:24]([CH3:28])[CH:25]=[CH:26][CH:27]=1)[CH2:12][C:13]1[CH:18]=[C:17]([F:19])[C:16]([F:20])=[CH:15][C:14]=1[F:21])[CH2:2]2.O1CCCC1.[Br:35][CH2:36][CH2:37][O:38][C:39]1[CH:44]=[CH:43][CH:42]=[CH:41][CH:40]=1. Product: [Br-:35].[O:38]([CH2:37][CH2:36][N+:1]12[CH2:8][CH2:7][CH:4]([CH2:5][CH2:6]1)[C@@H:3]([O:9][C:10](=[O:29])[N:11]([C:22]1[CH:23]=[C:24]([CH3:28])[CH:25]=[CH:26][CH:27]=1)[CH2:12][C:13]1[CH:18]=[C:17]([F:19])[C:16]([F:20])=[CH:15][C:14]=1[F:21])[CH2:2]2)[C:39]1[CH:44]=[CH:43][CH:42]=[CH:41][CH:40]=1. The catalyst class is: 28. (2) Reactant: [CH3:1][O:2][CH2:3][C@@H:4]1[CH2:8][CH2:7][CH2:6][NH:5]1.[Br:9][C:10]1[CH:11]=[N:12][CH:13]=[C:14](Br)[CH:15]=1.C1C=CC(P(C2C(C3C(P(C4C=CC=CC=4)C4C=CC=CC=4)=CC=C4C=3C=CC=C4)=C3C(C=CC=C3)=CC=2)C2C=CC=CC=2)=CC=1.CC(C)([O-])C.[Na+]. Product: [Br:9][C:10]1[CH:11]=[N:12][CH:13]=[C:14]([N:5]2[CH2:6][CH2:7][CH2:8][C@H:4]2[CH2:3][O:2][CH3:1])[CH:15]=1. The catalyst class is: 110. (3) Reactant: [CH2:1]([O:3][C:4]1[NH:5][C:6]([C:9]2[C:10]([CH2:34][CH3:35])=[CH:11][C:12]([CH2:32][CH3:33])=[C:13]([CH:31]=2)[C:14]([N:16]2[CH2:21][CH2:20][CH:19]([C:22]3[CH:30]=[CH:29][C:25]([C:26]([NH2:28])=O)=[CH:24][CH:23]=3)[CH2:18][CH2:17]2)=[O:15])=[N:7]N=1)[CH3:2].[CH2:36](N(CC)CC)C.O(C(C(F)(F)F)=O)C(C(F)(F)F)=O. Product: [CH2:1]([O:3][C:4]1[NH:5][C:6]([C:9]2[C:10]([CH2:34][CH3:35])=[CH:11][C:12]([CH2:32][CH3:33])=[C:13]([CH:31]=2)[C:14]([N:16]2[CH2:21][CH2:20][CH:19]([C:22]3[CH:23]=[CH:24][C:25]([C:26]#[N:28])=[CH:29][CH:30]=3)[CH2:18][CH2:17]2)=[O:15])=[N:7][CH:36]=1)[CH3:2]. The catalyst class is: 96. (4) Reactant: [CH3:1][CH2:2][C@@H:3]([C:5]([O:7][C@@H:8]1[C@@H:13]2[C@@H:14]([CH2:19][CH2:20][C@H:21]3[O:27][C:25](=[O:26])[CH2:24][C@H:23]([OH:28])[CH2:22]3)[C@@H:15]([CH3:18])[CH:16]=[CH:17][C:12]2=[CH:11][C@H:10]([CH3:29])[CH2:9]1)=[O:6])[CH3:4].[CH2:30]([NH2:32])[CH3:31].O1CCCC1. Product: [CH3:1][CH2:2][C@@H:3]([C:5]([O:7][C@@H:8]1[C@@H:13]2[C@@H:14]([CH2:19][CH2:20][C@H:21]3[O:27][C:25](=[O:26])[CH2:24][C@H:23]([OH:28])[CH2:22]3)[C@@H:15]([CH3:18])[CH:16]=[CH:17][C:12]2=[CH:11][C@H:10]([CH3:29])[CH2:9]1)=[O:6])[CH3:4].[CH2:30]([NH-:32])[CH3:31]. The catalyst class is: 13. (5) Reactant: O[C@@H:2]([CH3:20])[C@@H:3]([NH:7][C:8]([O:10][C@@H:11]([CH3:19])[CH2:12][CH2:13][CH2:14][CH2:15][CH2:16][CH2:17][CH3:18])=[O:9])[C:4]([OH:6])=[O:5].CCN(CC)CC.CN(C(ON1N=NC2C=CC=CC1=2)=[N+](C)C)C.[B-](F)(F)(F)F. Product: [CH3:19][C@H:11]([O:10][C:8](=[O:9])[NH:7][C@H:3]1[C:4](=[O:6])[O:5][C@H:2]1[CH3:20])[CH2:12][CH2:13][CH2:14][CH2:15][CH2:16][CH2:17][CH3:18]. The catalyst class is: 2.